Task: Binary Classification. Given a drug SMILES string, predict its activity (active/inactive) in a high-throughput screening assay against a specified biological target.. Dataset: M1 muscarinic receptor agonist screen with 61,833 compounds (1) The drug is s1c2n3C(CSc3nc(=O)c2c(c1C)C)=C. The result is 0 (inactive). (2) The molecule is S(CCn1c(N2CCCCC2)nc2n(c(=O)[nH]c(=O)c12)C)c1nc(ccn1)C. The result is 0 (inactive). (3) The compound is O(CCNC(=O)c1cc(OC)ccc1)c1cc(OC)ccc1. The result is 0 (inactive). (4) The compound is N1=C2C(CCCC2)(CCC#N)c2c1cccc2. The result is 0 (inactive). (5) The compound is o1nc(cc1C(C)C)C(=O)Nc1cc(OC)c(OC)cc1. The result is 0 (inactive).